Dataset: NCI-60 drug combinations with 297,098 pairs across 59 cell lines. Task: Regression. Given two drug SMILES strings and cell line genomic features, predict the synergy score measuring deviation from expected non-interaction effect. Drug 1: CC1=C2C(C(=O)C3(C(CC4C(C3C(C(C2(C)C)(CC1OC(=O)C(C(C5=CC=CC=C5)NC(=O)OC(C)(C)C)O)O)OC(=O)C6=CC=CC=C6)(CO4)OC(=O)C)OC)C)OC. Drug 2: CCN(CC)CCNC(=O)C1=C(NC(=C1C)C=C2C3=C(C=CC(=C3)F)NC2=O)C. Cell line: UACC-257. Synergy scores: CSS=13.5, Synergy_ZIP=-4.91, Synergy_Bliss=-3.36, Synergy_Loewe=-18.0, Synergy_HSA=-4.18.